Dataset: Forward reaction prediction with 1.9M reactions from USPTO patents (1976-2016). Task: Predict the product of the given reaction. (1) Given the reactants [CH3:1][C:2]1[CH:3]=[C:4]([NH:13][C:14]2[N:19]=[C:18]([C:20]([F:23])([F:22])[F:21])[CH:17]=[CH:16][N:15]=2)[CH:5]=[C:6]([C:8]2[S:12][CH:11]=[N:10][CH:9]=2)[CH:7]=1.C([N-]C(C)C)(C)C.[Li+].Br[CH:33]1[CH2:39][CH2:38][CH2:37][CH2:36][N:35]([CH2:40][C:41]2[CH:46]=[CH:45][C:44]([O:47][CH3:48])=[CH:43][CH:42]=2)[C:34]1=[O:49], predict the reaction product. The product is: [CH3:48][O:47][C:44]1[CH:43]=[CH:42][C:41]([CH2:40][N:35]2[CH2:36][CH2:37][CH2:38][CH2:39][CH:33]([C:11]3[S:12][C:8]([C:6]4[CH:5]=[C:4]([NH:13][C:14]5[N:19]=[C:18]([C:20]([F:21])([F:23])[F:22])[CH:17]=[CH:16][N:15]=5)[CH:3]=[C:2]([CH3:1])[CH:7]=4)=[CH:9][N:10]=3)[C:34]2=[O:49])=[CH:46][CH:45]=1. (2) Given the reactants [CH3:1][O:2][C:3](=[O:14])[C:4]1[CH:9]=[C:8]([F:10])[C:7](F)=[C:6]([CH3:12])[C:5]=1[F:13].[CH2:15]([NH2:22])[C:16]1[CH:21]=[CH:20][CH:19]=[CH:18][CH:17]=1.C(N(CC)CC)C.C(OCC)(=O)C, predict the reaction product. The product is: [CH3:1][O:2][C:3](=[O:14])[C:4]1[CH:9]=[C:8]([F:10])[C:7]([NH:22][CH2:15][C:16]2[CH:21]=[CH:20][CH:19]=[CH:18][CH:17]=2)=[C:6]([CH3:12])[C:5]=1[F:13]. (3) Given the reactants [Cl:1][C:2]1[CH:3]=[CH:4][C:5]2[N:6]([N:8]=[C:9]([NH:11][C:12]3[CH:17]=[CH:16][C:15]([S:18]([CH3:21])(=[O:20])=[O:19])=[CH:14][C:13]=3[O:22][CH3:23])[N:10]=2)[CH:7]=1.[H-].[Na+].Cl[C:27]([O:29][C:30]1[CH:35]=[CH:34][C:33]([N+:36]([O-:38])=[O:37])=[CH:32][CH:31]=1)=[O:28].Cl, predict the reaction product. The product is: [Cl:1][C:2]1[CH:3]=[CH:4][C:5]2[N:6]([N:8]=[C:9]([N:11]([C:12]3[CH:17]=[CH:16][C:15]([S:18]([CH3:21])(=[O:19])=[O:20])=[CH:14][C:13]=3[O:22][CH3:23])[C:27](=[O:28])[O:29][C:30]3[CH:31]=[CH:32][C:33]([N+:36]([O-:38])=[O:37])=[CH:34][CH:35]=3)[N:10]=2)[CH:7]=1. (4) The product is: [Cl:1][C:2]1[CH:3]=[C:4]([N:9]2[C:13](=[O:14])[C:12](=[O:15])[NH:11][C:10]2=[N:16][C:17]([NH:19][CH:20]([CH3:22])[CH3:21])=[N:18][C:24]([O:26][CH2:27][CH2:28][CH:29]=[CH2:30])=[O:25])[CH:5]=[CH:6][C:7]=1[Cl:8]. Given the reactants [Cl:1][C:2]1[CH:3]=[C:4]([N:9]2[C:13](=[O:14])[C:12](=[O:15])[N:11]=[C:10]2[NH:16][C:17]([NH:19][CH:20]([CH3:22])[CH3:21])=[NH:18])[CH:5]=[CH:6][C:7]=1[Cl:8].Cl[C:24]([O:26][CH:27]=[CH:28][CH2:29][CH3:30])=[O:25], predict the reaction product. (5) Given the reactants [O:1]=[C:2]1[C:6]2([CH2:11][CH2:10][N:9]([C:12]([O:14][C:15]([CH3:18])([CH3:17])[CH3:16])=[O:13])[CH2:8][CH2:7]2)[N:5]([C:19]2[CH:24]=[CH:23][CH:22]=[CH:21][CH:20]=2)[CH2:4][NH:3]1.Br[C@@H:26]([C:31]1[CH:36]=[CH:35][CH:34]=[CH:33][CH:32]=1)[C:27]([O:29][CH3:30])=[O:28].C(=O)([O-])[O-].[K+].[K+], predict the reaction product. The product is: [CH3:30][O:29][C:27](=[O:28])[C@@H:26]([N:3]1[C:2](=[O:1])[C:6]2([CH2:7][CH2:8][N:9]([C:12]([O:14][C:15]([CH3:18])([CH3:17])[CH3:16])=[O:13])[CH2:10][CH2:11]2)[N:5]([C:19]2[CH:20]=[CH:21][CH:22]=[CH:23][CH:24]=2)[CH2:4]1)[C:31]1[CH:32]=[CH:33][CH:34]=[CH:35][CH:36]=1. (6) Given the reactants [CH3:1][C:2]1[O:6][N:5]=[C:4]([C:7]2[CH:12]=[CH:11][CH:10]=[CH:9][CH:8]=2)[C:3]=1[C:13]([NH:15][NH2:16])=[O:14].[F:17][C:18]1[CH:26]=[CH:25][C:21]([C:22](O)=O)=[CH:20][CH:19]=1, predict the reaction product. The product is: [F:17][C:18]1[CH:26]=[CH:25][C:21]([C:22]2[O:14][C:13]([C:3]3[C:4]([C:7]4[CH:12]=[CH:11][CH:10]=[CH:9][CH:8]=4)=[N:5][O:6][C:2]=3[CH3:1])=[N:15][N:16]=2)=[CH:20][CH:19]=1. (7) Given the reactants [F:1][C:2]1C=CC(OC)=[CH:4][C:3]=1[C:10]1[N:15]=[C:14]([C:16]([F:19])([F:18])[F:17])C(C=C)=[CH:12][CH:11]=1.[CH2:22]1[CH2:26][O:25][CH2:24][CH2:23]1.CC[C@H]1[C@H]2C[C@H]([C@H](OC3C4C(=CC=CC=4)C(O[C@H](C4C=CN=C5C=4C=C(OC)C=C5)[C@@H]4N5C[C@H](CC)[C@@H](CC5)C4)=NN=3)C3C=CN=C4C=3C=C([O:48]C)C=C4)N(CC2)C1.[CH3:85][C:86]([OH:89])(C)[CH3:87], predict the reaction product. The product is: [F:1][C:2]1[CH:23]=[CH:22][C:26]([O:25][CH3:24])=[CH:4][C:3]=1[C:10]1[N:15]=[C:14]([C:16]([F:18])([F:19])[F:17])[C:85]([C@H:86]([OH:89])[CH2:87][OH:48])=[CH:12][CH:11]=1. (8) Given the reactants FC(F)(F)C(O)=O.[BH4-].[Na+].[Cl:10][C:11]1[CH:16]=[CH:15][C:14]([C:17]2[S:18][CH:19]=[C:20]([CH2:22][C:23]#[N:24])[N:21]=2)=[CH:13][CH:12]=1.O, predict the reaction product. The product is: [Cl:10][C:11]1[CH:12]=[CH:13][C:14]([C:17]2[S:18][CH:19]=[C:20]([CH2:22][CH2:23][NH2:24])[N:21]=2)=[CH:15][CH:16]=1.